From a dataset of Forward reaction prediction with 1.9M reactions from USPTO patents (1976-2016). Predict the product of the given reaction. Given the reactants S(=O)(=O)(O)O.[I:6][C:7]1[CH:8]=[C:9]([CH:17]=[CH:18][CH:19]=1)[C:10]([NH:12][CH2:13][C:14](=[O:16])[CH3:15])=O.[OH-].[Na+], predict the reaction product. The product is: [I:6][C:7]1[CH:8]=[C:9]([C:10]2[O:16][C:14]([CH3:15])=[CH:13][N:12]=2)[CH:17]=[CH:18][CH:19]=1.